This data is from Catalyst prediction with 721,799 reactions and 888 catalyst types from USPTO. The task is: Predict which catalyst facilitates the given reaction. Reactant: [C:1](Cl)(=[O:8])[C:2]1[CH:7]=[CH:6][CH:5]=[CH:4][CH:3]=1.[OH:10][C:11]1[CH:12]=[C:13]2[C:17](=[CH:18][CH:19]=1)[C:16](=[O:20])[CH2:15][CH2:14]2.C(N(CC)CC)C. Product: [C:1]([O:10][C:11]1[CH:12]=[C:13]2[C:17](=[CH:18][CH:19]=1)[C:16](=[O:20])[CH2:15][CH2:14]2)(=[O:8])[C:2]1[CH:7]=[CH:6][CH:5]=[CH:4][CH:3]=1. The catalyst class is: 166.